This data is from NCI-60 drug combinations with 297,098 pairs across 59 cell lines. The task is: Regression. Given two drug SMILES strings and cell line genomic features, predict the synergy score measuring deviation from expected non-interaction effect. (1) Drug 1: CS(=O)(=O)C1=CC(=C(C=C1)C(=O)NC2=CC(=C(C=C2)Cl)C3=CC=CC=N3)Cl. Drug 2: C1CCN(CC1)CCOC2=CC=C(C=C2)C(=O)C3=C(SC4=C3C=CC(=C4)O)C5=CC=C(C=C5)O. Cell line: M14. Synergy scores: CSS=3.66, Synergy_ZIP=5.23, Synergy_Bliss=10.2, Synergy_Loewe=5.45, Synergy_HSA=6.50. (2) Drug 1: COC1=NC(=NC2=C1N=CN2C3C(C(C(O3)CO)O)O)N. Drug 2: CC12CCC3C(C1CCC2OP(=O)(O)O)CCC4=C3C=CC(=C4)OC(=O)N(CCCl)CCCl.[Na+]. Cell line: OVCAR-4. Synergy scores: CSS=-0.198, Synergy_ZIP=-0.857, Synergy_Bliss=-2.71, Synergy_Loewe=-10.2, Synergy_HSA=-5.01. (3) Drug 1: C1=CC(=CC=C1CCC2=CNC3=C2C(=O)NC(=N3)N)C(=O)NC(CCC(=O)O)C(=O)O. Drug 2: C1=CC(=CC=C1C#N)C(C2=CC=C(C=C2)C#N)N3C=NC=N3. Cell line: HL-60(TB). Synergy scores: CSS=28.0, Synergy_ZIP=-2.16, Synergy_Bliss=-8.76, Synergy_Loewe=-30.4, Synergy_HSA=-8.68.